The task is: Predict the product of the given reaction.. This data is from Forward reaction prediction with 1.9M reactions from USPTO patents (1976-2016). (1) Given the reactants [CH2:1]([N:3]1[C:7]([C:8]2[CH:9]=[C:10]3[C:14](=[CH:15][CH:16]=2)[NH:13][C:12]([CH:17]2[CH2:22][CH2:21][N:20](C(OCCCC)=O)[CH2:19][CH2:18]2)=[CH:11]3)=[CH:6][C:5]([C:30]([F:33])([F:32])[F:31])=[N:4]1)[CH3:2].FC(F)(F)C(O)=O, predict the reaction product. The product is: [CH2:1]([N:3]1[C:7]([C:8]2[CH:9]=[C:10]3[C:14](=[CH:15][CH:16]=2)[NH:13][C:12]([CH:17]2[CH2:18][CH2:19][NH:20][CH2:21][CH2:22]2)=[CH:11]3)=[CH:6][C:5]([C:30]([F:32])([F:33])[F:31])=[N:4]1)[CH3:2]. (2) Given the reactants [OH:1][C@@:2]1([CH3:16])[CH2:6][C:5](=[O:7])[N:4](C(OC(C)(C)C)=O)[C@H:3]1[CH3:15], predict the reaction product. The product is: [OH:1][C@:2]1([CH3:16])[C@H:3]([CH3:15])[NH:4][C:5](=[O:7])[CH2:6]1.